Dataset: Cav3 T-type calcium channel HTS with 100,875 compounds. Task: Binary Classification. Given a drug SMILES string, predict its activity (active/inactive) in a high-throughput screening assay against a specified biological target. (1) The molecule is O=C(Nc1c(CC)cccc1)c1nccnc1. The result is 0 (inactive). (2) The molecule is Brc1cc(N(S(=O)(=O)C)CC(=O)N2CCCCCC2)ccc1. The result is 0 (inactive). (3) The compound is FC(F)(F)C(Nc1nc(ccc1)C)(NC(=O)CC)C(F)(F)F. The result is 0 (inactive). (4) The drug is s1c(C(=O)NCc2ccc(N3CCCC3=O)cc2)c(nc1)C. The result is 0 (inactive). (5) The molecule is O=C/1N(c2ccc(cc2)C)C(=O)NC(=O)C1=C(\NCCCN(CC)CC)C. The result is 0 (inactive). (6) The compound is Clc1c(C(=O)Nc2n3[nH]cnc3nc(=O)c2)cccc1. The result is 0 (inactive). (7) The compound is s1c(/N=c2\c3c(oc(c2)c2cc(O)c(OC)cc2)cccc3)nc(c1C)c1ccccc1. The result is 0 (inactive). (8) The drug is FC(F)(F)c1ccc(CNC(=O)N2C3CCC2C(=C(C3)c2c(OC)c(OC)ccc2)C(OC)=O)cc1. The result is 0 (inactive).